This data is from Full USPTO retrosynthesis dataset with 1.9M reactions from patents (1976-2016). The task is: Predict the reactants needed to synthesize the given product. The reactants are: [C:1]([CH:3]([C:7]1[CH:12]=[CH:11][CH:10]=[CH:9][CH:8]=1)[CH2:4][CH:5]=[CH2:6])#[N:2].Br[CH2:14][C:15]([O:17][CH3:18])=[O:16]. Given the product [C:1]([C:3]([C:7]1[CH:8]=[CH:9][CH:10]=[CH:11][CH:12]=1)([CH2:4][CH:5]=[CH2:6])[CH2:14][C:15]([O:17][CH3:18])=[O:16])#[N:2], predict the reactants needed to synthesize it.